This data is from TCR-epitope binding with 47,182 pairs between 192 epitopes and 23,139 TCRs. The task is: Binary Classification. Given a T-cell receptor sequence (or CDR3 region) and an epitope sequence, predict whether binding occurs between them. (1) The epitope is SEVGPEHSLAEY. The TCR CDR3 sequence is CASSLGESDTQYF. Result: 0 (the TCR does not bind to the epitope). (2) The epitope is FPRPWLHGL. The TCR CDR3 sequence is CASSSGQGVFYNEQFF. Result: 0 (the TCR does not bind to the epitope). (3) The epitope is VLAWLYAAV. The TCR CDR3 sequence is CASSFVLAAYNEQFF. Result: 0 (the TCR does not bind to the epitope). (4) The epitope is GLIYNRMGAVTTEV. The TCR CDR3 sequence is CASSYSSPETGGQPQHF. Result: 0 (the TCR does not bind to the epitope). (5) The epitope is QVPLRPMTYK. The TCR CDR3 sequence is CASSPPGQVGANVLTF. Result: 1 (the TCR binds to the epitope). (6) The epitope is KTSVDCTMYI. The TCR CDR3 sequence is CASSARGGDSYEQYF. Result: 0 (the TCR does not bind to the epitope). (7) The epitope is FPPTSFGPL. The TCR CDR3 sequence is CASSLLSDRSYEQYF. Result: 1 (the TCR binds to the epitope). (8) The epitope is FLLNKEMYL. The TCR CDR3 sequence is CASSQDRLAASYNEQFF. Result: 0 (the TCR does not bind to the epitope). (9) The epitope is GTSGSPIVNR. The TCR CDR3 sequence is CSATGTQANYGYTF. Result: 0 (the TCR does not bind to the epitope). (10) The epitope is GILGFVFTL. The TCR CDR3 sequence is CASSSLGSDTQYF. Result: 1 (the TCR binds to the epitope).